This data is from Forward reaction prediction with 1.9M reactions from USPTO patents (1976-2016). The task is: Predict the product of the given reaction. (1) Given the reactants [C:1]([N:4]([C:8]1[CH:13]=[C:12]([C:14]2[C:15]([C:23]3[CH:28]=[CH:27][CH:26]=[CH:25][CH:24]=3)=[N:16][N:17]3[CH:22]=[CH:21][CH:20]=[N:19][C:18]=23)[CH:11]=[CH:10][N:9]=1)[C:5](=[O:7])[CH3:6])(=[O:3])[CH3:2].[BH4-].[Na+].O.[CH2:32]([OH:34])[CH3:33], predict the reaction product. The product is: [C:1]([N:4]([C:8]1[CH:13]=[C:12]([C:14]2[C:15]([C:23]3[CH:28]=[CH:27][CH:26]=[CH:25][CH:24]=3)=[N:16][N:17]3[CH2:22][CH2:21][CH2:20][N:19]([C:32](=[O:34])[CH3:33])[C:18]=23)[CH:11]=[CH:10][N:9]=1)[C:5](=[O:7])[CH3:6])(=[O:3])[CH3:2]. (2) Given the reactants [C:1]([OH:4])(=O)[CH3:2].C1C=CC2N(O)N=NC=2C=1.CN1CCOCC1.C(Cl)CCl.[NH2:26][C:27]1[CH:32]=[CH:31][C:30]([C:33]2[N:38]=[C:37]([NH:39][C:40]3[CH:45]=[C:44]([O:46][CH3:47])[C:43]([O:48][CH3:49])=[C:42]([O:50][CH3:51])[CH:41]=3)[C:36]3=[C:52]([CH3:56])[N:53]=[C:54]([CH3:55])[N:35]3[N:34]=2)=[CH:29][CH:28]=1, predict the reaction product. The product is: [CH3:56][C:52]1[N:53]=[C:54]([CH3:55])[N:35]2[C:36]=1[C:37]([NH:39][C:40]1[CH:41]=[C:42]([O:50][CH3:51])[C:43]([O:48][CH3:49])=[C:44]([O:46][CH3:47])[CH:45]=1)=[N:38][C:33]([C:30]1[CH:29]=[CH:28][C:27]([NH:26][C:1](=[O:4])[CH3:2])=[CH:32][CH:31]=1)=[N:34]2. (3) Given the reactants Cl[C:2]1[N:7]=[CH:6][C:5]2[CH:8]=[N:9][N:10]([CH:11]3[CH2:16][CH2:15][CH2:14][CH2:13][O:12]3)[C:4]=2[CH:3]=1.[CH3:17][O:18][C:19]1[CH:20]=[C:21](B2OC(C)(C)C(C)(C)O2)[CH:22]=[C:23]([O:25][CH3:26])[CH:24]=1.ClCCl.P([O-])([O-])([O-])=O.[K+].[K+].[K+], predict the reaction product. The product is: [CH3:17][O:18][C:19]1[CH:20]=[C:21]([C:2]2[N:7]=[CH:6][C:5]3[CH:8]=[N:9][N:10]([CH:11]4[CH2:16][CH2:15][CH2:14][CH2:13][O:12]4)[C:4]=3[CH:3]=2)[CH:22]=[C:23]([O:25][CH3:26])[CH:24]=1. (4) Given the reactants [C:1]1([CH2:11][C:12](O)=[O:13])[CH:6]=[CH:5][CH:4]=[C:3]([CH2:7][C:8](O)=[O:9])[CH:2]=1.[H-].[Al+3].[Li+].[H-].[H-].[H-], predict the reaction product. The product is: [C:3]1([CH2:7][CH2:8][OH:9])[CH:4]=[CH:5][CH:6]=[C:1]([CH2:11][CH2:12][OH:13])[CH:2]=1. (5) Given the reactants S(Cl)([Cl:3])=O.[Cl:5][C:6]1[C:14]([C:15]2[CH2:19][CH:18]([CH3:20])[O:17][N:16]=2)=[C:13]([S:21]([CH3:24])(=[O:23])=[O:22])[CH:12]=[CH:11][C:7]=1[C:8](O)=[O:9].CN(C)C=O, predict the reaction product. The product is: [Cl:5][C:6]1[C:14]([C:15]2[CH2:19][CH:18]([CH3:20])[O:17][N:16]=2)=[C:13]([S:21]([CH3:24])(=[O:23])=[O:22])[CH:12]=[CH:11][C:7]=1[C:8]([Cl:3])=[O:9]. (6) Given the reactants C(OC([N:8]1[CH2:12][CH:11]([C:13]2[CH:18]=[CH:17][C:16]([O:19][CH3:20])=[C:15]([O:21][C:22]3[CH:27]=[CH:26][CH:25]=[CH:24][C:23]=3[CH3:28])[CH:14]=2)[CH2:10][C:9]1=[O:29])=O)(C)(C)C.C(O)(C(F)(F)F)=O.C(Cl)Cl, predict the reaction product. The product is: [CH3:20][O:19][C:16]1[CH:17]=[CH:18][C:13]([CH:11]2[CH2:12][NH:8][C:9](=[O:29])[CH2:10]2)=[CH:14][C:15]=1[O:21][C:22]1[CH:27]=[CH:26][CH:25]=[CH:24][C:23]=1[CH3:28]. (7) Given the reactants CC(OC([NH:8][C@@:9]([CH3:15])([C:12]([OH:14])=O)[CH2:10][OH:11])=O)(C)C.Cl.[CH3:17][CH:18]([O:20][C:21]1[CH:28]=[CH:27][C:26]([C:29]2[O:33][N:32]=[C:31]([C:34]3[CH:44]=[CH:43][C:37]4[CH2:38][CH2:39][NH:40][CH2:41][CH2:42][C:36]=4[CH:35]=3)[N:30]=2)=[CH:25][C:22]=1[C:23]#[N:24])[CH3:19].CN(C(ON1N=NC2C=CC=NC1=2)=[N+](C)C)C.F[P-](F)(F)(F)(F)F.CCN(C(C)C)C(C)C.FC(F)(F)C(O)=O, predict the reaction product. The product is: [CH3:19][CH:18]([O:20][C:21]1[CH:28]=[CH:27][C:26]([C:29]2[O:33][N:32]=[C:31]([C:34]3[CH:44]=[CH:43][C:37]4[CH2:38][CH2:39][N:40]([C:12](=[O:14])[C@@:9]([CH3:15])([CH2:10][OH:11])[NH2:8])[CH2:41][CH2:42][C:36]=4[CH:35]=3)[N:30]=2)=[CH:25][C:22]=1[C:23]#[N:24])[CH3:17]. (8) Given the reactants [N:1]1([C:10]2[CH:11]=[C:12]([OH:16])[CH:13]=[CH:14][CH:15]=2)[C:9]2[C:4](=[CH:5][CH:6]=[CH:7][CH:8]=2)[CH:3]=[N:2]1.[C:17]([C:21]1[CH:26]=[CH:25][N:24]=[C:23]([N:27]2[C:39]3[CH:38]=[C:37](Br)[CH:36]=[CH:35][C:34]=3[C:33]3[C:28]2=[CH:29][CH:30]=[CH:31][CH:32]=3)[CH:22]=1)([CH3:20])([CH3:19])[CH3:18].N1C=CC=CC=1C(O)=O.[O-]P([O-])([O-])=O.[K+].[K+].[K+], predict the reaction product. The product is: [N:1]1([C:10]2[CH:11]=[C:12]([CH:13]=[CH:14][CH:15]=2)[O:16][C:30]2[CH:31]=[CH:32][C:33]3[C:34]4[C:39](=[CH:38][CH:37]=[CH:36][CH:35]=4)[N:27]([C:23]4[CH:22]=[C:21]([C:17]([CH3:20])([CH3:19])[CH3:18])[CH:26]=[CH:25][N:24]=4)[C:28]=3[CH:29]=2)[C:9]2[C:4](=[CH:5][CH:6]=[CH:7][CH:8]=2)[CH:3]=[N:2]1. (9) Given the reactants C1(P(C2C=CC=CC=2)C2C=CC=CC=2)C=CC=CC=1.[CH3:20][N:21]1[C:25]2[CH:26]=[CH:27][C:28]([CH2:30]O)=[CH:29][C:24]=2[N:23]=[N:22]1.[CH3:32][C:33]1[C:37]([C:38]2[CH:45]=[CH:44][C:41]([C:42]#[N:43])=[CH:40][CH:39]=2)=[C:36]([CH3:46])[NH:35][N:34]=1.N(C(OC(C)(C)C)=O)=NC(OC(C)(C)C)=O, predict the reaction product. The product is: [CH3:46][C:36]1[C:37]([C:38]2[CH:45]=[CH:44][C:41]([C:42]#[N:43])=[CH:40][CH:39]=2)=[C:33]([CH3:32])[N:34]([CH2:30][C:28]2[CH:27]=[CH:26][C:25]3[N:21]([CH3:20])[N:22]=[N:23][C:24]=3[CH:29]=2)[N:35]=1.